From a dataset of Full USPTO retrosynthesis dataset with 1.9M reactions from patents (1976-2016). Predict the reactants needed to synthesize the given product. Given the product [Cl:33][CH2:32][CH2:31][O:14][C:6]1[CH:7]=[C:8]([C:10]([F:11])([F:12])[F:13])[CH:9]=[C:4]([N+:1]([O-:3])=[O:2])[CH:5]=1, predict the reactants needed to synthesize it. The reactants are: [N+:1]([C:4]1[CH:5]=[C:6]([OH:14])[CH:7]=[C:8]([C:10]([F:13])([F:12])[F:11])[CH:9]=1)([O-:3])=[O:2].C(=O)([O-])[O-].[Cs+].[Cs+].C1(C)C=CC(S(O[CH2:31][CH2:32][Cl:33])(=O)=O)=CC=1.